From a dataset of Catalyst prediction with 721,799 reactions and 888 catalyst types from USPTO. Predict which catalyst facilitates the given reaction. (1) Reactant: [CH:1]1([CH2:7][N:8]2[C:12]([CH2:13][CH:14]([N:16]3[CH2:21][CH2:20][N:19]([C:22]4[CH:27]=[CH:26][CH:25]=[CH:24][C:23]=4[O:28][CH3:29])[CH2:18][CH2:17]3)[CH3:15])=[N:11][NH:10][C:9]2=[O:30])[CH2:6][CH2:5][CH2:4][CH2:3][CH2:2]1.[CH3:31]CN(P1(N(C)CCCN1C)=NC(C)(C)C)CC.CI. Product: [CH:1]1([CH2:7][N:8]2[C:12]([CH2:13][CH:14]([N:16]3[CH2:21][CH2:20][N:19]([C:22]4[CH:27]=[CH:26][CH:25]=[CH:24][C:23]=4[O:28][CH3:29])[CH2:18][CH2:17]3)[CH3:15])=[N:11][N:10]([CH3:31])[C:9]2=[O:30])[CH2:6][CH2:5][CH2:4][CH2:3][CH2:2]1. The catalyst class is: 23. (2) Reactant: [F:1][C:2]1[C:3]2[CH:4]=[C:5]3[C:14]4[N:13]=[C:12]([C:15]5[C:16]([N:35]([CH3:40])[S:36]([CH3:39])(=[O:38])=[O:37])=[CH:17][C:18]6[O:22][C:21]([C:23]7[CH:28]=[CH:27][C:26]([F:29])=[CH:25][CH:24]=7)=[C:20]([C:30]([NH:32][CH3:33])=[O:31])[C:19]=6[CH:34]=5)[CH:11]=[CH:10][C:9]=4[CH2:8][CH:7]([CH2:41]O)[N:6]3[C:43]=2[CH:44]=[CH:45][CH:46]=1.CCN(S(F)(F)[F:53])CC. Product: [F:1][C:2]1[C:3]2[CH:4]=[C:5]3[C:14]4[N:13]=[C:12]([C:15]5[C:16]([N:35]([CH3:40])[S:36]([CH3:39])(=[O:37])=[O:38])=[CH:17][C:18]6[O:22][C:21]([C:23]7[CH:28]=[CH:27][C:26]([F:29])=[CH:25][CH:24]=7)=[C:20]([C:30]([NH:32][CH3:33])=[O:31])[C:19]=6[CH:34]=5)[CH:11]=[CH:10][C:9]=4[CH2:8][CH:7]([CH2:41][F:53])[N:6]3[C:43]=2[CH:44]=[CH:45][CH:46]=1. The catalyst class is: 124. (3) Reactant: [OH:1][C:2]1[CH:7]=[CH:6][C:5]([N:8]2[C:16]3[C:11](=[CH:12][CH:13]=[CH:14][CH:15]=3)[C:10]([CH:17]=O)=[C:9]2[C:19]2[N:20]([CH3:24])[CH:21]=[N:22][CH:23]=2)=[CH:4][CH:3]=1.Cl.[NH2:26][OH:27].N1C=CC=CC=1. Product: [OH:1][C:2]1[CH:7]=[CH:6][C:5]([N:8]2[C:16]3[C:11](=[CH:12][CH:13]=[CH:14][CH:15]=3)[C:10]([CH:17]=[N:26][OH:27])=[C:9]2[C:19]2[N:20]([CH3:24])[CH:21]=[N:22][CH:23]=2)=[CH:4][CH:3]=1. The catalyst class is: 8. (4) Reactant: C([O:3][C:4](=[O:20])[CH:5]([O:17][CH2:18][CH3:19])[CH2:6][C:7]1[CH:8]=[C:9]2[C:13](=[CH:14][CH:15]=1)[NH:12][C:11]([CH3:16])=[CH:10]2)C.Cl[CH2:22][C:23]1[N:24]=[C:25]([C:28]2[CH:33]=[CH:32][CH:31]=[CH:30][CH:29]=2)[S:26][CH:27]=1.[H-].[Na+]. Product: [CH2:18]([O:17][CH:5]([CH2:6][C:7]1[CH:8]=[C:9]2[C:13](=[CH:14][CH:15]=1)[N:12]([CH2:22][C:23]1[N:24]=[C:25]([C:28]3[CH:29]=[CH:30][CH:31]=[CH:32][CH:33]=3)[S:26][CH:27]=1)[C:11]([CH3:16])=[CH:10]2)[C:4]([OH:3])=[O:20])[CH3:19]. The catalyst class is: 35. (5) Product: [C:1]([O:5][C:6]([N:8]1[CH2:13][CH2:12][N:11]([C:14]2[C:15]3[CH:23]=[CH:22][C:21]([F:24])=[CH:20][C:16]=3[S:17][C:18]=2[F:46])[CH2:10][CH2:9]1)=[O:7])([CH3:4])([CH3:3])[CH3:2]. The catalyst class is: 20. Reactant: [C:1]([O:5][C:6]([N:8]1[CH2:13][CH2:12][N:11]([C:14]2[C:15]3[CH:23]=[CH:22][C:21]([F:24])=[CH:20][C:16]=3[S:17][C:18]=2Br)[CH2:10][CH2:9]1)=[O:7])([CH3:4])([CH3:3])[CH3:2].C([Li])CCC.CCCCCC.C1C=CC(S(N(S(C2C=CC=CC=2)(=O)=O)[F:46])(=O)=O)=CC=1.[Na+].[Cl-]. (6) Reactant: [N:1]1[CH:6]=[CH:5][CH:4]=[CH:3][C:2]=1[CH3:7].[Li]CCCC.[F:13][C:14]([F:42])([F:41])[O:15][C:16]1[CH:17]=[C:18]([C:22]([C:30]2[CH:35]=[CH:34][CH:33]=[C:32]([O:36][C:37]([F:40])([F:39])[F:38])[CH:31]=2)=[N:23][S@@:24]([C:26]([CH3:29])([CH3:28])[CH3:27])=[O:25])[CH:19]=[CH:20][CH:21]=1. Product: [CH3:29][C:26]([S:24]([NH:23][C:22]([C:30]1[CH:35]=[CH:34][CH:33]=[C:32]([O:36][C:37]([F:40])([F:38])[F:39])[CH:31]=1)([C:18]1[CH:19]=[CH:20][CH:21]=[C:16]([O:15][C:14]([F:13])([F:42])[F:41])[CH:17]=1)[CH2:7][C:2]1[CH:3]=[CH:4][CH:5]=[CH:6][N:1]=1)=[O:25])([CH3:27])[CH3:28]. The catalyst class is: 28.